Predict the reaction yield, written as a fraction of the theoretical maximum amount of product (1.0 means a 100% yield; for example, 0.34 means a 34% yield). From a dataset of Reaction yield outcomes from USPTO patents with 853,638 reactions. (1) The reactants are [Cl:1][C:2]1[CH:7]=[CH:6][CH:5]=[C:4]([Cl:8])[C:3]=1[NH:9][C:10]([NH:12][C:13]1[CH:17]=[C:16]([C:18]2[CH:23]=[CH:22][C:21]([F:24])=[CH:20][CH:19]=2)[S:15][C:14]=1[C:25]([OH:27])=O)=[O:11].CN(C(ON1N=NC2C=CC=NC1=2)=[N+](C)C)C.F[P-](F)(F)(F)(F)F.CCN(C(C)C)C(C)C.Cl.[NH2:62][C@@H:63]([CH:68]1[CH2:73][CH2:72][CH2:71][CH2:70][CH2:69]1)[C:64]([O:66][CH3:67])=[O:65]. The catalyst is CN(C=O)C. The product is [CH:68]1([C@H:63]([NH:62][C:25]([C:14]2[S:15][C:16]([C:18]3[CH:19]=[CH:20][C:21]([F:24])=[CH:22][CH:23]=3)=[CH:17][C:13]=2[NH:12][C:10]([NH:9][C:3]2[C:2]([Cl:1])=[CH:7][CH:6]=[CH:5][C:4]=2[Cl:8])=[O:11])=[O:27])[C:64]([O:66][CH3:67])=[O:65])[CH2:73][CH2:72][CH2:71][CH2:70][CH2:69]1. The yield is 0.820. (2) The product is [NH2:2][C:1]1[C:17]2[C:12](=[C:13]([I:19])[C:14]([F:18])=[CH:15][CH:16]=2)[N:11]=[N:10][C:3]=1[C:4]([NH:6][CH2:7][CH2:8][CH3:9])=[O:5]. The catalyst is C1(C)C=CC=CC=1. The reactants are [C:1](/[C:3](=[N:10]\[NH:11][C:12]1[CH:17]=[CH:16][CH:15]=[C:14]([F:18])[C:13]=1[I:19])/[C:4]([NH:6][CH2:7][CH2:8][CH3:9])=[O:5])#[N:2].[Cl-].[Al+3].[Cl-].[Cl-].C(OCC)(=O)C.[C@H](O)(C([O-])=O)[C@@H](O)C([O-])=O.[Na+].[K+]. The yield is 0.865. (3) The product is [CH2:16]([NH:18][C:2]1[C:7]([C:8]([O:10][CH2:11][CH3:12])=[O:9])=[C:6]([CH3:13])[N:5]=[C:4]([S:14][CH3:15])[N:3]=1)[CH3:17]. The catalyst is C1COCC1. The yield is 0.860. The reactants are Cl[C:2]1[C:7]([C:8]([O:10][CH2:11][CH3:12])=[O:9])=[C:6]([CH3:13])[N:5]=[C:4]([S:14][CH3:15])[N:3]=1.[CH2:16]([N:18](CC)CC)[CH3:17].C(N)C. (4) The reactants are [C-]#N.[K+].C([O:7][CH2:8][C:9]1[C:14]([F:15])=[CH:13][C:12]([S:16](=[O:23])(=[O:22])[N:17]=[CH:18][N:19]([CH3:21])[CH3:20])=[CH:11][C:10]=1[Cl:24])(=O)C. The catalyst is CO. The product is [Cl:24][C:10]1[CH:11]=[C:12]([S:16]([N:17]=[CH:18][N:19]([CH3:21])[CH3:20])(=[O:22])=[O:23])[CH:13]=[C:14]([F:15])[C:9]=1[CH2:8][OH:7]. The yield is 0.800.